This data is from Full USPTO retrosynthesis dataset with 1.9M reactions from patents (1976-2016). The task is: Predict the reactants needed to synthesize the given product. The reactants are: [H-].[Na+].[CH2:3]([O:10][C:11]1[CH:16]=[CH:15][C:14]([CH2:17][C:18]([O:20][CH2:21][CH3:22])=[O:19])=[CH:13][CH:12]=1)[C:4]1[CH:9]=[CH:8][CH:7]=[CH:6][CH:5]=1.[CH2:23](Br)[CH:24]([CH3:26])[CH3:25]. Given the product [CH2:3]([O:10][C:11]1[CH:16]=[CH:15][C:14]([CH:17]([CH2:23][CH:24]([CH3:26])[CH3:25])[C:18]([O:20][CH2:21][CH3:22])=[O:19])=[CH:13][CH:12]=1)[C:4]1[CH:5]=[CH:6][CH:7]=[CH:8][CH:9]=1, predict the reactants needed to synthesize it.